Dataset: NCI-60 drug combinations with 297,098 pairs across 59 cell lines. Task: Regression. Given two drug SMILES strings and cell line genomic features, predict the synergy score measuring deviation from expected non-interaction effect. (1) Drug 1: C1=CC(=CC=C1CCC2=CNC3=C2C(=O)NC(=N3)N)C(=O)NC(CCC(=O)O)C(=O)O. Drug 2: CC1C(C(CC(O1)OC2CC(CC3=C2C(=C4C(=C3O)C(=O)C5=C(C4=O)C(=CC=C5)OC)O)(C(=O)CO)O)N)O.Cl. Cell line: NCIH23. Synergy scores: CSS=46.6, Synergy_ZIP=-2.27, Synergy_Bliss=0.122, Synergy_Loewe=-13.4, Synergy_HSA=3.36. (2) Drug 1: CCN(CC)CCCC(C)NC1=C2C=C(C=CC2=NC3=C1C=CC(=C3)Cl)OC. Drug 2: N.N.Cl[Pt+2]Cl. Cell line: MDA-MB-231. Synergy scores: CSS=72.9, Synergy_ZIP=-1.81, Synergy_Bliss=-1.96, Synergy_Loewe=1.02, Synergy_HSA=4.78. (3) Drug 2: C1=CN(C=N1)CC(O)(P(=O)(O)O)P(=O)(O)O. Synergy scores: CSS=5.83, Synergy_ZIP=-2.15, Synergy_Bliss=1.49, Synergy_Loewe=0.512, Synergy_HSA=2.20. Cell line: UACC-257. Drug 1: CCC1=C2CN3C(=CC4=C(C3=O)COC(=O)C4(CC)O)C2=NC5=C1C=C(C=C5)O. (4) Drug 1: COC1=C(C=C2C(=C1)N=CN=C2NC3=CC(=C(C=C3)F)Cl)OCCCN4CCOCC4. Drug 2: C1C(C(OC1N2C=NC(=NC2=O)N)CO)O. Cell line: HS 578T. Synergy scores: CSS=7.20, Synergy_ZIP=-1.20, Synergy_Bliss=1.60, Synergy_Loewe=1.29, Synergy_HSA=2.50. (5) Drug 1: CC12CCC3C(C1CCC2O)C(CC4=C3C=CC(=C4)O)CCCCCCCCCS(=O)CCCC(C(F)(F)F)(F)F. Synergy scores: CSS=50.9, Synergy_ZIP=0.874, Synergy_Bliss=-0.192, Synergy_Loewe=-6.74, Synergy_HSA=0.0789. Drug 2: C1CN(CCN1C(=O)CCBr)C(=O)CCBr. Cell line: SR.